This data is from Peptide-MHC class I binding affinity with 185,985 pairs from IEDB/IMGT. The task is: Regression. Given a peptide amino acid sequence and an MHC pseudo amino acid sequence, predict their binding affinity value. This is MHC class I binding data. (1) The peptide sequence is RYFSVTRPL. The MHC is HLA-C14:02 with pseudo-sequence HLA-C14:02. The binding affinity (normalized) is 1.00. (2) The peptide sequence is RLSCAASGF. The MHC is HLA-A26:01 with pseudo-sequence HLA-A26:01. The binding affinity (normalized) is 0.153. (3) The peptide sequence is VLCNSQTSLR. The MHC is HLA-A11:01 with pseudo-sequence HLA-A11:01. The binding affinity (normalized) is 0.304. (4) The peptide sequence is YQVPFVQAF. The MHC is HLA-A66:01 with pseudo-sequence HLA-A66:01. The binding affinity (normalized) is 0.213. (5) The peptide sequence is MFKNFPFFK. The MHC is HLA-A02:11 with pseudo-sequence HLA-A02:11. The binding affinity (normalized) is 0.0847.